This data is from Catalyst prediction with 721,799 reactions and 888 catalyst types from USPTO. The task is: Predict which catalyst facilitates the given reaction. (1) The catalyst class is: 3. Reactant: CC(C)([O-])C.[K+].[Cl:7][C:8]1[CH:9]=[C:10]2[C:14](=[CH:15][CH:16]=1)[NH:13][C:12](=[O:17])[C:11]2([OH:24])[C:18]1[S:19][CH:20]=[CH:21][C:22]=1[CH3:23].[CH3:25][O:26][C:27]1[CH:32]=[C:31]([O:33][CH3:34])[CH:30]=[CH:29][C:28]=1[S:35](Cl)(=[O:37])=[O:36].S(Cl)(Cl)(=O)=O.C(=O)([O-])[O-].[K+].[K+]. Product: [Cl:7][C:8]1[CH:9]=[C:10]2[C:14](=[CH:15][CH:16]=1)[N:13]([S:35]([C:28]1[CH:29]=[CH:30][C:31]([O:33][CH3:34])=[CH:32][C:27]=1[O:26][CH3:25])(=[O:37])=[O:36])[C:12](=[O:17])[C:11]2([OH:24])[C:18]1[S:19][CH:20]=[CH:21][C:22]=1[CH3:23]. (2) Reactant: [CH3:1][C:2]([CH3:32])([CH3:31])[C:3](=[O:30])[CH2:4][O:5][C:6]1[CH:11]=[CH:10][C:9]([C:12]([C:17]2[O:18][C:19]3[CH:25]=[C:24]([C:26]([OH:28])=O)[CH:23]=[CH:22][C:20]=3[N:21]=2)([CH2:15][CH3:16])[CH2:13][CH3:14])=[CH:8][C:7]=1[CH3:29].C(Cl)CCl.Cl.[CH3:38][NH:39][CH3:40]. Product: [CH3:38][N:39]([CH3:40])[C:26]([C:24]1[CH:23]=[CH:22][C:20]2[N:21]=[C:17]([C:12]([C:9]3[CH:10]=[CH:11][C:6]([O:5][CH2:4][C:3](=[O:30])[C:2]([CH3:32])([CH3:31])[CH3:1])=[C:7]([CH3:29])[CH:8]=3)([CH2:15][CH3:16])[CH2:13][CH3:14])[O:18][C:19]=2[CH:25]=1)=[O:28]. The catalyst class is: 64.